From a dataset of NCI-60 drug combinations with 297,098 pairs across 59 cell lines. Regression. Given two drug SMILES strings and cell line genomic features, predict the synergy score measuring deviation from expected non-interaction effect. (1) Synergy scores: CSS=10.0, Synergy_ZIP=-4.62, Synergy_Bliss=0.412, Synergy_Loewe=2.77, Synergy_HSA=0.942. Drug 1: C1=NC2=C(N=C(N=C2N1C3C(C(C(O3)CO)O)F)Cl)N. Drug 2: C1CN(CCN1C(=O)CCBr)C(=O)CCBr. Cell line: M14. (2) Synergy scores: CSS=12.8, Synergy_ZIP=-4.34, Synergy_Bliss=-4.64, Synergy_Loewe=-1.74, Synergy_HSA=-1.74. Drug 1: CN(C)N=NC1=C(NC=N1)C(=O)N. Cell line: KM12. Drug 2: B(C(CC(C)C)NC(=O)C(CC1=CC=CC=C1)NC(=O)C2=NC=CN=C2)(O)O. (3) Drug 1: CC(C1=C(C=CC(=C1Cl)F)Cl)OC2=C(N=CC(=C2)C3=CN(N=C3)C4CCNCC4)N. Drug 2: CN(CCCl)CCCl.Cl. Cell line: UO-31. Synergy scores: CSS=2.42, Synergy_ZIP=-2.48, Synergy_Bliss=-2.96, Synergy_Loewe=-2.81, Synergy_HSA=-2.40.